The task is: Predict the product of the given reaction.. This data is from Forward reaction prediction with 1.9M reactions from USPTO patents (1976-2016). (1) Given the reactants [CH2:1]([O:8][C:9](=[O:25])[C:10]1[CH:15]=[CH:14][CH:13]=[C:12]([O:16][C:17]2[CH:22]=[CH:21][C:20](Br)=[C:19]([CH3:24])[CH:18]=2)[CH:11]=1)[C:2]1[CH:7]=[CH:6][CH:5]=[CH:4][CH:3]=1.CCN(C(C)C)C(C)C.N#N.[C:37]([O:41][CH3:42])(=[O:40])[CH:38]=[CH2:39].C1(C)C=CC=CC=1P(C1C=CC=CC=1C)C1C=CC=CC=1C, predict the reaction product. The product is: [CH2:1]([O:8][C:9](=[O:25])[C:10]1[CH:15]=[CH:14][CH:13]=[C:12]([O:16][C:17]2[CH:22]=[CH:21][C:20]([CH:39]=[CH:38][C:37]([O:41][CH3:42])=[O:40])=[C:19]([CH3:24])[CH:18]=2)[CH:11]=1)[C:2]1[CH:7]=[CH:6][CH:5]=[CH:4][CH:3]=1. (2) Given the reactants Cl.C([N:4]=C=NCCCN(C)C)C.Cl.[C:14]([CH2:16][C:17]1[C:26]([O:27][CH3:28])=[C:25]2[O:29][C:30]([CH3:33])([CH3:32])[CH2:31][C:24]2=[C:23]2[C:18]=1[CH2:19][C:20]([CH3:50])([CH3:49])[N:21]=[C:22]2[C:34]1[CH:35]=[C:36]([CH:46]=[CH:47][CH:48]=1)[C:37]([NH:39][C:40]([CH3:45])([C:42]([OH:44])=O)[CH3:41])=[O:38])#[N:15].C(N(CC)CC)C, predict the reaction product. The product is: [NH2:4][C:42](=[O:44])[C:40]([NH:39][C:37](=[O:38])[C:36]1[CH:46]=[CH:47][CH:48]=[C:34]([C:22]2[C:23]3[C:18](=[C:17]([CH2:16][C:14]#[N:15])[C:26]([O:27][CH3:28])=[C:25]4[O:29][C:30]([CH3:32])([CH3:33])[CH2:31][C:24]4=3)[CH2:19][C:20]([CH3:50])([CH3:49])[N:21]=2)[CH:35]=1)([CH3:45])[CH3:41]. (3) Given the reactants [Cl:1][C:2]1[CH:3]=[C:4]2[C:9](=[C:10]([Cl:12])[CH:11]=1)[CH2:8][N:7]([CH3:13])[CH2:6][CH:5]2[C:14]1[CH:19]=[CH:18][CH:17]=[CH:16][C:15]=1[NH:20][C:21](=[O:32])[C@H:22]([OH:31])[C@@H:23]([OH:30])[C@H:24]([OH:29])[C@H:25]([OH:28])[CH2:26][OH:27].Cl, predict the reaction product. The product is: [ClH:1].[Cl:1][C:2]1[CH:3]=[C:4]2[C:9](=[C:10]([Cl:12])[CH:11]=1)[CH2:8][N:7]([CH3:13])[CH2:6][CH:5]2[C:14]1[CH:19]=[CH:18][CH:17]=[CH:16][C:15]=1[NH:20][C:21](=[O:32])[C@H:22]([OH:31])[C@@H:23]([OH:30])[C@H:24]([OH:29])[C@H:25]([OH:28])[CH2:26][OH:27]. (4) Given the reactants Br[C:2]1[CH:3]=[N:4][CH:5]=[C:6]([C:8]([O:11][CH3:12])([CH3:10])[CH3:9])[CH:7]=1.[B:13]1(B2OC(C)(C)C(C)(C)O2)[O:17]C(C)(C)C(C)(C)[O:14]1.C([O-])(=O)C.[K+].C1(P(C2CCCCC2)C2CCCCC2)CCCCC1, predict the reaction product. The product is: [CH3:12][O:11][C:8]([C:6]1[CH:7]=[C:2]([B:13]([OH:17])[OH:14])[CH:3]=[N:4][CH:5]=1)([CH3:10])[CH3:9]. (5) Given the reactants Cl.CO[C:4]([C@@H:6]1[C@@H:10]([OH:11])[CH2:9][CH2:8][NH:7]1)=[O:5].[Cl:12][C:13]1[C:20]([CH3:21])=[C:19]([N:22]=[C:23]=[O:24])[CH:18]=[CH:17][C:14]=1[C:15]#[N:16], predict the reaction product. The product is: [Cl:12][C:13]1[C:20]([CH3:21])=[C:19]([N:22]2[C:4](=[O:5])[C@H:6]3[C@@H:10]([OH:11])[CH2:9][CH2:8][N:7]3[C:23]2=[O:24])[CH:18]=[CH:17][C:14]=1[C:15]#[N:16]. (6) Given the reactants [Cl:1][C:2]1[CH:7]=[CH:6][C:5](/[CH:8]=[CH:9]/[C:10]([OH:12])=O)=[C:4]([CH2:13][N:14]2[N:18]=[N:17][C:16]([CH3:19])=[N:15]2)[CH:3]=1.[Cl:20][C:21]1[CH:26]=[CH:25][C:24]([CH:27]([CH:29]2[CH2:34][CH2:33][NH:32][CH2:31][CH2:30]2)[OH:28])=[CH:23][CH:22]=1, predict the reaction product. The product is: [Cl:1][C:2]1[CH:7]=[CH:6][C:5](/[CH:8]=[CH:9]/[C:10]([N:32]2[CH2:33][CH2:34][CH:29]([CH:27]([C:24]3[CH:23]=[CH:22][C:21]([Cl:20])=[CH:26][CH:25]=3)[OH:28])[CH2:30][CH2:31]2)=[O:12])=[C:4]([CH2:13][N:14]2[N:18]=[N:17][C:16]([CH3:19])=[N:15]2)[CH:3]=1. (7) Given the reactants [S:1]([C:12]1[CH:21]=[CH:20][CH:19]=[CH:18][C:13]=1[C:14](OC)=[O:15])[C:2]1[CH:11]=[CH:10][CH:9]=[CH:8][C:3]=1[C:4](OC)=[O:5].[H-].[Al+3].[Li+].[H-].[H-].[H-].S([O-])([O-])(=O)=O.[Na+].[Na+], predict the reaction product. The product is: [OH:5][CH2:4][C:3]1[CH:8]=[CH:9][CH:10]=[CH:11][C:2]=1[S:1][C:12]1[C:13]([CH2:14][OH:15])=[CH:18][CH:19]=[CH:20][CH:21]=1. (8) Given the reactants C([O:8][C:9]1[CH:10]=[N:11][C:12]([C:15]2[CH:16]=[C:17]([CH:34]=[CH:35][CH:36]=2)[CH2:18][C:19]2[C:24](=[O:25])[CH:23]=[CH:22][N:21]([C:26]3[CH:31]=[CH:30][C:29]([F:32])=[C:28]([F:33])[CH:27]=3)[N:20]=2)=[N:13][CH:14]=1)C1C=CC=CC=1.B(Br)(Br)Br.CO, predict the reaction product. The product is: [F:33][C:28]1[CH:27]=[C:26]([N:21]2[CH:22]=[CH:23][C:24](=[O:25])[C:19]([CH2:18][C:17]3[CH:34]=[CH:35][CH:36]=[C:15]([C:12]4[N:13]=[CH:14][C:9]([OH:8])=[CH:10][N:11]=4)[CH:16]=3)=[N:20]2)[CH:31]=[CH:30][C:29]=1[F:32]. (9) Given the reactants [F:1][C:2]([C:5]1[CH:10]=[CH:9][C:8]([C@@H:11]([NH:13]S(C(C)(C)C)=O)[CH3:12])=[C:7]([F:20])[CH:6]=1)([F:4])[CH3:3].Cl.C(OCC)C, predict the reaction product. The product is: [F:1][C:2]([C:5]1[CH:10]=[CH:9][C:8]([C@@H:11]([NH2:13])[CH3:12])=[C:7]([F:20])[CH:6]=1)([F:4])[CH3:3]. (10) Given the reactants [N+:1]([C:4]1[C:5]([NH2:16])=[C:6]([C:10]2[CH:11]=[N:12][CH:13]=[CH:14][CH:15]=2)[CH:7]=[N:8][CH:9]=1)([O-])=O, predict the reaction product. The product is: [N:8]1[CH:9]=[C:4]([NH2:1])[C:5]([NH2:16])=[C:6]([C:10]2[CH:11]=[N:12][CH:13]=[CH:14][CH:15]=2)[CH:7]=1.